Dataset: Full USPTO retrosynthesis dataset with 1.9M reactions from patents (1976-2016). Task: Predict the reactants needed to synthesize the given product. (1) Given the product [Br:27][C:13]1[C:8]([C:7]2[CH:6]=[CH:5][N:4]=[CH:3][C:2]=2[Cl:1])=[CH:9][C:10]([N:14]2[CH2:15][CH2:16][S:17][CH2:18][CH2:19]2)=[N:11][CH:12]=1, predict the reactants needed to synthesize it. The reactants are: [Cl:1][C:2]1[CH:3]=[N:4][CH:5]=[CH:6][C:7]=1[C:8]1[CH:13]=[CH:12][N:11]=[C:10]([N:14]2[CH2:19][CH2:18][S:17][CH2:16][CH2:15]2)[CH:9]=1.C1C(=O)N([Br:27])C(=O)C1. (2) Given the product [CH3:41][C:38]([C:35]1[CH:34]=[CH:33][C:32]([C:30]2[O:29][N:28]=[C:27]([CH2:26][N:5]3[C:6]4[C:11](=[C:10]([C:13]([F:15])([F:16])[F:14])[C:9]([C:17]#[N:18])=[CH:8][CH:7]=4)[CH:12]=[C:4]3[CH2:1][CH2:2][CH3:3])[N:31]=2)=[CH:37][CH:36]=1)([CH3:39])[CH3:40], predict the reactants needed to synthesize it. The reactants are: [CH2:1]([C:4]1[NH:5][C:6]2[C:11]([CH:12]=1)=[C:10]([C:13]([F:16])([F:15])[F:14])[C:9]([C:17]#[N:18])=[CH:8][CH:7]=2)[CH2:2][CH3:3].C([O-])([O-])=O.[Cs+].[Cs+].Br[CH2:26][C:27]1[N:31]=[C:30]([C:32]2[CH:37]=[CH:36][C:35]([C:38]([CH3:41])([CH3:40])[CH3:39])=[CH:34][CH:33]=2)[O:29][N:28]=1. (3) Given the product [C:1]([O:5][C:6](=[O:38])[N:7]([CH3:37])[C@H:8]([C:10](=[O:36])[NH:11][C@@H:12]1[C:18](=[O:19])[N:17]([CH2:20][C:21]2[C:30]3[C:25](=[CH:26][CH:27]=[CH:28][CH:29]=3)[CH:24]=[CH:23][C:22]=2[CH3:31])[C:16]2[CH:32]=[CH:33][CH:34]=[CH:35][C:15]=2[N:14]([C:41](=[O:42])[NH:40][CH3:39])[CH2:13]1)[CH3:9])([CH3:4])([CH3:2])[CH3:3], predict the reactants needed to synthesize it. The reactants are: [C:1]([O:5][C:6](=[O:38])[N:7]([CH3:37])[C@H:8]([C:10](=[O:36])[NH:11][C@@H:12]1[C:18](=[O:19])[N:17]([CH2:20][C:21]2[C:30]3[C:25](=[CH:26][CH:27]=[CH:28][CH:29]=3)[CH:24]=[CH:23][C:22]=2[CH3:31])[C:16]2[CH:32]=[CH:33][CH:34]=[CH:35][C:15]=2[NH:14][CH2:13]1)[CH3:9])([CH3:4])([CH3:3])[CH3:2].[CH3:39][N:40]=[C:41]=[O:42].